Task: Regression. Given a peptide amino acid sequence and an MHC pseudo amino acid sequence, predict their binding affinity value. This is MHC class II binding data.. Dataset: Peptide-MHC class II binding affinity with 134,281 pairs from IEDB (1) The binding affinity (normalized) is 0.254. The peptide sequence is DENPYKTWAYHGSYEVK. The MHC is DRB1_1302 with pseudo-sequence DRB1_1302. (2) The peptide sequence is FLHSEEGSRAYRNAL. The MHC is DRB1_1301 with pseudo-sequence DRB1_1301. The binding affinity (normalized) is 0.306. (3) The peptide sequence is DDEVLIEVNPPFGDS. The MHC is DRB3_0202 with pseudo-sequence DRB3_0202. The binding affinity (normalized) is 0. (4) The peptide sequence is YLFAKDKSGPLQPGV. The MHC is HLA-DPA10103-DPB10401 with pseudo-sequence HLA-DPA10103-DPB10401. The binding affinity (normalized) is 0.188. (5) The peptide sequence is NHLKTVLEEKLEKED. The MHC is DRB1_1501 with pseudo-sequence DRB1_1501. The binding affinity (normalized) is 0.177. (6) The peptide sequence is GCGSCFEIKCTKPEA. The MHC is DRB5_0101 with pseudo-sequence DRB5_0101. The binding affinity (normalized) is 0.132. (7) The peptide sequence is RNSRWSSPDNVKPLY. The MHC is DRB1_0101 with pseudo-sequence DRB1_0101. The binding affinity (normalized) is 0.337. (8) The peptide sequence is TPESATPFPHRKGVL. The MHC is DRB3_0101 with pseudo-sequence DRB3_0101. The binding affinity (normalized) is 0. (9) The binding affinity (normalized) is 0.578. The MHC is DRB1_1001 with pseudo-sequence DRB1_1001. The peptide sequence is VPRDLEVVAATPTSL. (10) The peptide sequence is KKFGKGSIVACAKFTCA. The MHC is DRB3_0301 with pseudo-sequence DRB3_0301. The binding affinity (normalized) is 0.559.